This data is from Reaction yield outcomes from USPTO patents with 853,638 reactions. The task is: Predict the reaction yield, written as a fraction of the theoretical maximum amount of product (1.0 means a 100% yield; for example, 0.34 means a 34% yield). (1) The reactants are [CH:1]1([CH2:4][O:5][C:6]2[CH:7]=[CH:8][C:9]3[O:13][C:12]([CH:14]([NH:18][C:19]4[N:24]=[CH:23][C:22]([C:25]([O:27]C)=[O:26])=[CH:21][CH:20]=4)[CH:15]([CH3:17])[CH3:16])=[C:11]([CH3:29])[C:10]=3[CH:30]=2)[CH2:3][CH2:2]1.O1CCCC1.[OH-].[Na+]. The catalyst is C(O)C. The product is [CH:1]1([CH2:4][O:5][C:6]2[CH:7]=[CH:8][C:9]3[O:13][C:12]([CH:14]([NH:18][C:19]4[N:24]=[CH:23][C:22]([C:25]([OH:27])=[O:26])=[CH:21][CH:20]=4)[CH:15]([CH3:17])[CH3:16])=[C:11]([CH3:29])[C:10]=3[CH:30]=2)[CH2:3][CH2:2]1. The yield is 0.580. (2) The reactants are [CH3:1][C:2]1([CH2:9][C:10]([OH:12])=O)[NH:6][C:5](=[O:7])[NH:4][C:3]1=[O:8].Cl.Cl.[CH3:15][C:16]1[CH:25]=[C:24]([CH2:26][O:27][C:28]2[CH:34]=[CH:33][C:31]([NH2:32])=[CH:30][CH:29]=2)[C:23]2[C:18](=[CH:19][CH:20]=[CH:21][CH:22]=2)[N:17]=1.N1CC(=O)NC1=O. No catalyst specified. The product is [CH3:1][C:2]1([CH2:9][C:10]([NH:32][C:31]2[CH:30]=[CH:29][C:28]([O:27][CH2:26][C:24]3[C:23]4[C:18](=[CH:19][CH:20]=[CH:21][CH:22]=4)[N:17]=[C:16]([CH3:15])[CH:25]=3)=[CH:34][CH:33]=2)=[O:12])[C:3](=[O:8])[NH:4][C:5](=[O:7])[NH:6]1. The yield is 0.130.